This data is from Catalyst prediction with 721,799 reactions and 888 catalyst types from USPTO. The task is: Predict which catalyst facilitates the given reaction. (1) Reactant: [F:1][C:2]1[CH:3]=[C:4]([C:9](=[C:23]2[CH2:28][C:27]([CH3:30])([CH3:29])[O:26][C:25]([CH3:32])([CH3:31])[CH2:24]2)[C:10]2[CH:15]=[CH:14][C:13](/[CH:16]=[CH:17]/[C:18]([O:20]CC)=[O:19])=[CH:12][CH:11]=2)[CH:5]=[CH:6][C:7]=1[OH:8].[OH-].[Na+].Cl. Product: [F:1][C:2]1[CH:3]=[C:4]([C:9](=[C:23]2[CH2:24][C:25]([CH3:32])([CH3:31])[O:26][C:27]([CH3:30])([CH3:29])[CH2:28]2)[C:10]2[CH:11]=[CH:12][C:13](/[CH:16]=[CH:17]/[C:18]([OH:20])=[O:19])=[CH:14][CH:15]=2)[CH:5]=[CH:6][C:7]=1[OH:8]. The catalyst class is: 301. (2) Reactant: [F:1][CH:2]([F:15])[CH2:3][N:4]1[CH:8]=[C:7]([C:9]([O:11]CC)=[O:10])[N:6]=[C:5]1[CH3:14].[OH-].[Na+].Cl. Product: [F:15][CH:2]([F:1])[CH2:3][N:4]1[CH:8]=[C:7]([C:9]([OH:11])=[O:10])[N:6]=[C:5]1[CH3:14]. The catalyst class is: 92. (3) Reactant: [O:1]=[C:2]([CH3:8])[CH2:3][C:4]([O:6][CH3:7])=[O:5].C(N(CC)CC)C.[F:16][C:17]1[CH:26]=[CH:25][C:20]([C:21](=[N:23]O)Cl)=[CH:19][CH:18]=1. Product: [CH3:7][O:6][C:4]([C:3]1[C:21]([C:20]2[CH:25]=[CH:26][C:17]([F:16])=[CH:18][CH:19]=2)=[N:23][O:1][C:2]=1[CH3:8])=[O:5]. The catalyst class is: 14. (4) Reactant: C(O[C:5](=[O:7])[CH3:6])(=O)C.[OH:8][C:9]([C:11]([F:14])([F:13])[F:12])=[O:10].[Cl:15][C:16]1[CH:17]=[CH:18][C:19]([F:44])=[C:20]([C:22]([CH:24]2[CH2:29][CH2:28][N:27]([C:30]3[N:35]=[C:34]4[CH2:36][NH:37][CH2:38][CH2:39][C:33]4=[N:32][C:31]=3[NH:40][CH:41]([CH3:43])[CH3:42])[CH2:26][CH2:25]2)=[O:23])[CH:21]=1.N1C=CC=CC=1. Product: [Cl:15][C:16]1[CH:17]=[CH:18][C:19]([F:44])=[C:20]([CH:21]=1)[C:22]([CH:24]1[CH2:29][CH2:28][N:27]([C:30]2[N:35]=[C:34]3[CH2:36][N:37]([C:5](=[O:7])[CH3:6])[CH2:38][CH2:39][C:33]3=[N:32][C:31]=2[NH:40][CH:41]([CH3:42])[CH3:43])[CH2:26][CH2:25]1)=[O:23].[C:9]([OH:10])([C:11]([F:14])([F:13])[F:12])=[O:8]. The catalyst class is: 2. (5) Reactant: [CH2:1]([O:19][C:20]1[CH:25]=[C:24]([CH2:26][S:27]C#N)[CH:23]=[C:22]([CH2:30][S:31]C#N)[CH:21]=1)[CH2:2][CH2:3][CH2:4][CH2:5][CH2:6][CH2:7][CH2:8][CH2:9][CH2:10][CH2:11][CH2:12][CH2:13][CH2:14][CH2:15][CH2:16][CH2:17][CH3:18].[H-].[H-].[H-].[H-].[Li+].[Al+3]. Product: [CH2:1]([O:19][C:20]1[CH:25]=[C:24]([CH2:26][SH:27])[CH:23]=[C:22]([CH2:30][SH:31])[CH:21]=1)[CH2:2][CH2:3][CH2:4][CH2:5][CH2:6][CH2:7][CH2:8][CH2:9][CH2:10][CH2:11][CH2:12][CH2:13][CH2:14][CH2:15][CH2:16][CH2:17][CH3:18]. The catalyst class is: 1. (6) Reactant: Cl[CH2:2][C:3]([NH:5][C:6]1[CH:19]=[CH:18][C:9]2[O:10][C:11]3[CH2:17][CH2:16][CH2:15][CH2:14][CH2:13][C:12]=3[C:8]=2[CH:7]=1)=[O:4].[NH:20]1[CH2:25][CH2:24][O:23][CH2:22][CH2:21]1.C(=O)([O-])[O-].[Cs+].[Cs+]. Product: [N:20]1([CH2:2][C:3]([NH:5][C:6]2[CH:19]=[CH:18][C:9]3[O:10][C:11]4[CH2:17][CH2:16][CH2:15][CH2:14][CH2:13][C:12]=4[C:8]=3[CH:7]=2)=[O:4])[CH2:25][CH2:24][O:23][CH2:22][CH2:21]1. The catalyst class is: 10.